From a dataset of Reaction yield outcomes from USPTO patents with 853,638 reactions. Predict the reaction yield, written as a fraction of the theoretical maximum amount of product (1.0 means a 100% yield; for example, 0.34 means a 34% yield). (1) The product is [I:14][C:3]1[C:4]2[C:9](=[CH:8][C:7]([C:10]#[N:11])=[CH:6][CH:5]=2)[NH:1][N:2]=1. The yield is 0.956. The catalyst is CS(C)=O. The reactants are [NH:1]1[C:9]2[C:4](=[CH:5][CH:6]=[C:7]([C:10]#[N:11])[CH:8]=2)[CH:3]=[N:2]1.[OH-].[K+].[I:14]I.S([O-])([O-])=O.[Na+].[Na+]. (2) The reactants are [F:1][C:2]1[CH:20]=[CH:19][C:5]([CH2:6][N:7]([CH2:11][C:12]2[CH:17]=[CH:16][C:15]([F:18])=[CH:14][CH:13]=2)[C:8](=[O:10])[CH3:9])=[CH:4][CH:3]=1.[CH3:21][O:22][C:23](=[O:28])[C:24](OC)=[O:25]. The catalyst is C1COCC1. The product is [CH3:21][O:22][C:23](=[O:28])[C:24]([OH:25])=[CH:9][C:8](=[O:10])[N:7]([CH2:11][C:12]1[CH:13]=[CH:14][C:15]([F:18])=[CH:16][CH:17]=1)[CH2:6][C:5]1[CH:4]=[CH:3][C:2]([F:1])=[CH:20][CH:19]=1. The yield is 0.530. (3) The catalyst is ClCCCl. The yield is 0.470. The reactants are [CH:1]1([O:7][CH2:8][C:9]2[N:13]3[CH:14]=[CH:15][C:16]([SH:18])=[CH:17][C:12]3=[N:11][C:10]=2[CH:19]([CH3:21])[CH3:20])[CH2:6][CH2:5][CH2:4][CH2:3][CH2:2]1.C(N(CC)CC)C.[CH3:29][N:30]([CH3:34])[C:31](Cl)=[O:32].C(=O)([O-])O.[Na+]. The product is [CH3:29][N:30]([CH3:34])[C:31](=[O:32])[S:18][C:16]1[CH:15]=[CH:14][N:13]2[C:9]([CH2:8][O:7][CH:1]3[CH2:2][CH2:3][CH2:4][CH2:5][CH2:6]3)=[C:10]([CH:19]([CH3:21])[CH3:20])[N:11]=[C:12]2[CH:17]=1. (4) The reactants are [CH2:1]([C@H:5]1[C@H:13]([CH3:14])[O:12][C:11](=[O:15])[C@@H:10]([NH:16][C:17](=[O:23])[O:18][C:19]([CH3:22])([CH3:21])[CH3:20])[CH2:9][CH2:8][CH2:7][C@@H:6]1[OH:24])[CH2:2][CH2:3][CH3:4].[C:25](Cl)(=[O:29])[CH:26]([CH3:28])[CH3:27]. The catalyst is N1C=CC=CC=1.CN(C1C=CN=CC=1)C. The product is [C:25]([O:24][C@H:6]1[CH2:7][CH2:8][CH2:9][C@H:10]([NH:16][C:17]([O:18][C:19]([CH3:22])([CH3:21])[CH3:20])=[O:23])[C:11](=[O:15])[O:12][C@@H:13]([CH3:14])[C@@H:5]1[CH2:1][CH2:2][CH2:3][CH3:4])(=[O:29])[CH:26]([CH3:28])[CH3:27]. The yield is 0.560. (5) The reactants are [C@@H:1]12[CH2:7][C:6](=[CH:8][C:9]([O:11][CH2:12][CH3:13])=[O:10])[C@@H:5]1[CH2:4][CH2:3][CH2:2]2.O.O.O.[F-].C([N+](CCCC)(CCCC)CCCC)CCC.[N+:35]([CH3:38])([O-:37])=[O:36].Cl. The catalyst is CCCCCCC. The product is [N+:35]([CH2:38][C@:6]1([CH2:8][C:9]([O:11][CH2:12][CH3:13])=[O:10])[CH2:7][C@@H:1]2[C@H:5]1[CH2:4][CH2:3][CH2:2]2)([O-:37])=[O:36]. The yield is 0.880.